This data is from Catalyst prediction with 721,799 reactions and 888 catalyst types from USPTO. The task is: Predict which catalyst facilitates the given reaction. (1) Reactant: [Cl:1][C:2]1[C:11]2[C:6](=[CH:7][C:8]([NH:12]S(C3C=CC(C)=CC=3)(=O)=O)=[CH:9][CH:10]=2)[CH:5]=[CH:4][N:3]=1.[OH-].[Na+].C(=O)([O-])[O-].[K+].[K+]. Product: [NH2:12][C:8]1[CH:7]=[C:6]2[C:11](=[CH:10][CH:9]=1)[C:2]([Cl:1])=[N:3][CH:4]=[CH:5]2. The catalyst class is: 65. (2) The catalyst class is: 7. Product: [CH2:1]([N:8]1[C:16]2[C:11](=[CH:12][C:13]([O:17][CH3:18])=[CH:14][CH:15]=2)[C:10]([CH2:19][OH:20])=[N:9]1)[C:2]1[CH:3]=[CH:4][CH:5]=[CH:6][CH:7]=1. Reactant: [CH2:1]([N:8]1[C:16]2[C:11](=[CH:12][C:13]([O:17][CH3:18])=[CH:14][CH:15]=2)[C:10]([C:19](OCC2C=CC=CC=2)=[O:20])=[N:9]1)[C:2]1[CH:7]=[CH:6][CH:5]=[CH:4][CH:3]=1.C(OCC)C.[H-].[H-].[H-].[H-].[Li+].[Al+3]. (3) Reactant: Cl[C:2]1[N:3]=[N:4][C:5]([C:8]#[C:9][C:10]2[CH:15]=[CH:14][CH:13]=[CH:12][CH:11]=2)=[CH:6][CH:7]=1.[CH3:16][C:17]1([CH3:23])[CH2:21][NH:20][C:19](=[O:22])[CH2:18]1.C(=O)([O-])[O-].[Cs+].[Cs+].C(OCC)(=O)C. Product: [CH3:16][C:17]1([CH3:23])[CH2:21][N:20]([C:2]2[N:3]=[N:4][C:5]([C:8]#[C:9][C:10]3[CH:15]=[CH:14][CH:13]=[CH:12][CH:11]=3)=[CH:6][CH:7]=2)[C:19](=[O:22])[CH2:18]1. The catalyst class is: 3. (4) Reactant: [OH:1][CH2:2][C:3]1[CH:11]=[CH:10][C:6]([C:7]([OH:9])=O)=[CH:5][CH:4]=1.C(Cl)CCl.CCN(CC)CC.C1C=CC2N(O)N=NC=2C=1.[CH2:33]([NH2:40])[C:34]1[CH:39]=[CH:38][CH:37]=[CH:36][CH:35]=1. Product: [CH2:33]([NH:40][C:7](=[O:9])[C:6]1[CH:5]=[CH:4][C:3]([CH2:2][OH:1])=[CH:11][CH:10]=1)[C:34]1[CH:39]=[CH:38][CH:37]=[CH:36][CH:35]=1. The catalyst class is: 79. (5) Reactant: CO.C1(C)C=CC(S([O-])(=O)=O)=CC=1.[NH+]1C=CC=CC=1.[CH3:20][O:21][N:22]=[C:23]([C:37]1[CH:41]=[C:40]([CH3:42])[O:39][N:38]=1)[C:24]1[CH:29]=[CH:28][CH:27]=[CH:26][C:25]=1[CH2:30][O:31]C(OCC)C. Product: [CH3:20][O:21][N:22]=[C:23]([C:37]1[CH:41]=[C:40]([CH3:42])[O:39][N:38]=1)[C:24]1[CH:29]=[CH:28][CH:27]=[CH:26][C:25]=1[CH2:30][OH:31]. The catalyst class is: 170.